From a dataset of Full USPTO retrosynthesis dataset with 1.9M reactions from patents (1976-2016). Predict the reactants needed to synthesize the given product. (1) Given the product [CH3:1][C:2]1[CH:7]=[C:6]([CH3:8])[CH:5]=[C:4]([CH3:9])[C:3]=1[S:10]([C:13]1[N:17]=[CH:16][N:15]([C:20](=[O:21])[N:19]([CH3:18])[C:23]2[CH:28]=[CH:27][CH:26]=[CH:25][CH:24]=2)[N:14]=1)(=[O:11])=[O:12], predict the reactants needed to synthesize it. The reactants are: [CH3:1][C:2]1[CH:7]=[C:6]([CH3:8])[CH:5]=[C:4]([CH3:9])[C:3]=1[S:10]([C:13]1[N:17]=[CH:16][NH:15][N:14]=1)(=[O:12])=[O:11].[CH3:18][N:19]([C:23]1[CH:28]=[CH:27][CH:26]=[CH:25][CH:24]=1)[C:20](Cl)=[O:21]. (2) Given the product [CH2:1]([N:5]([CH3:22])[C:6](=[O:7])[C:8]1[CH:16]=[C:15]([C:17]2[S:18][CH:19]=[CH:20][N:21]=2)[CH:14]=[C:10]([C:11]([NH:58][C@@H:59]([CH2:75][C:76]2[CH:81]=[C:80]([F:82])[CH:79]=[C:78]([F:83])[CH:77]=2)[C@H:60]([OH:74])[CH2:61][NH:62][CH2:63][C:64]2[CH:69]=[CH:68][CH:67]=[C:66]([CH2:70][CH3:23])[CH:65]=2)=[O:13])[CH:9]=1)[CH2:2][CH2:3][CH3:4], predict the reactants needed to synthesize it. The reactants are: [CH2:1]([N:5]([CH3:22])[C:6]([C:8]1[CH:9]=[C:10]([CH:14]=[C:15]([C:17]2[S:18][CH:19]=[CH:20][N:21]=2)[CH:16]=1)[C:11]([OH:13])=O)=[O:7])[CH2:2][CH2:3][CH3:4].[CH:23](N(C(C)C)CC)(C)C.CN(C(ON1N=NC2C=CC=NC1=2)=[N+](C)C)C.F[P-](F)(F)(F)(F)F.Cl.Cl.[NH2:58][C@@H:59]([CH2:75][C:76]1[CH:81]=[C:80]([F:82])[CH:79]=[C:78]([F:83])[CH:77]=1)[C@H:60]([OH:74])[CH2:61][NH:62][CH2:63][C:64]1[CH:69]=[CH:68][CH:67]=[C:66]([C:70](F)(F)F)[CH:65]=1. (3) Given the product [O:1]1[C:5]2[CH:6]=[CH:7][CH:8]=[CH:9][C:4]=2[N:3]=[C:2]1[NH:10][C:11]1[C:12]([Cl:23])=[N:13][C:14]([CH2:17][C:18]([OH:20])=[O:19])=[CH:15][CH:16]=1, predict the reactants needed to synthesize it. The reactants are: [O:1]1[C:5]2[CH:6]=[CH:7][CH:8]=[CH:9][C:4]=2[N:3]=[C:2]1[NH:10][C:11]1[C:12]([Cl:23])=[N:13][C:14]([CH2:17][C:18]([O:20]CC)=[O:19])=[CH:15][CH:16]=1.[OH-].[Na+]. (4) Given the product [Br:11][C:12]1[CH:13]=[CH:14][C:15]([O:21][CH2:2][C:3]2[CH:8]=[CH:7][CH:6]=[C:5]([O:25][CH3:22])[CH:4]=2)=[C:16]([CH:20]=1)[C:17]([O:19][CH2:2][C:3]1[CH:8]=[CH:7][CH:6]=[C:5]([O:9][CH3:10])[CH:4]=1)=[O:18], predict the reactants needed to synthesize it. The reactants are: Br[CH2:2][C:3]1[CH:8]=[CH:7][CH:6]=[C:5]([O:9][CH3:10])[CH:4]=1.[Br:11][C:12]1[CH:13]=[CH:14][C:15]([OH:21])=[C:16]([CH:20]=1)[C:17]([OH:19])=[O:18].[C:22](=[O:25])([O-])[O-].[K+].[K+].